This data is from Forward reaction prediction with 1.9M reactions from USPTO patents (1976-2016). The task is: Predict the product of the given reaction. (1) Given the reactants Cl[CH2:2][C@@H:3]1[CH2:7][O:6]C(C)(C)[O:4]1.[Br:10][C:11]1[CH:16]=[CH:15][C:14]([NH:17][C:18]2[C:27]3[C:26](=[O:28])[NH:25][CH:24]=[N:23][C:22]=3[N:21]([CH3:29])[C:20](=[O:30])[C:19]=2[CH3:31])=[C:13]([F:32])[CH:12]=1.Cl, predict the reaction product. The product is: [Br:10][C:11]1[CH:16]=[CH:15][C:14]([NH:17][C:18]2[C:27]3[C:26](=[O:28])[N:25]([CH2:2][C@@H:3]([OH:4])[CH2:7][OH:6])[CH:24]=[N:23][C:22]=3[N:21]([CH3:29])[C:20](=[O:30])[C:19]=2[CH3:31])=[C:13]([F:32])[CH:12]=1. (2) Given the reactants [NH:1]1[C:9]2[C:4](=[CH:5][CH:6]=[CH:7][CH:8]=2)[CH2:3][CH2:2]1.C(N(CC)CC)C.[C:17](O[C:17]([O:19][C:20]([CH3:23])([CH3:22])[CH3:21])=[O:18])([O:19][C:20]([CH3:23])([CH3:22])[CH3:21])=[O:18], predict the reaction product. The product is: [N:1]1([C:17]([O:19][C:20]([CH3:23])([CH3:22])[CH3:21])=[O:18])[C:9]2[C:4](=[CH:5][CH:6]=[CH:7][CH:8]=2)[CH2:3][CH2:2]1. (3) Given the reactants Cl[C:2]1[CH:7]=[CH:6][C:5]([N+:8]([O-:10])=[O:9])=[C:4]([O:11][CH3:12])[CH:3]=1.[CH3:13][CH:14]([N:16]1[CH2:21][CH2:20][NH:19][CH2:18][CH2:17]1)[CH3:15].CC1(C)C2C(=C(P(C3C=CC=CC=3)C3C=CC=CC=3)C=CC=2)OC2C(P(C3C=CC=CC=3)C3C=CC=CC=3)=CC=CC1=2.C([O-])([O-])=O.[Cs+].[Cs+], predict the reaction product. The product is: [CH3:13][CH:14]([N:16]1[CH2:21][CH2:20][N:19]([C:2]2[CH:7]=[CH:6][C:5]([N+:8]([O-:10])=[O:9])=[C:4]([O:11][CH3:12])[CH:3]=2)[CH2:18][CH2:17]1)[CH3:15]. (4) Given the reactants Br[C:2]1[CH:3]=[C:4]2[C:10]([C:11]3[CH:16]=[C:15]([CH3:17])[C:14]([F:18])=[CH:13][C:12]=3[O:19][CH3:20])=[CH:9][N:8]([S:21]([C:24]3[CH:30]=[CH:29][C:27]([CH3:28])=[CH:26][CH:25]=3)(=[O:23])=[O:22])[C:5]2=[N:6][CH:7]=1.C(=O)([O-])[O-].[Cs+].[Cs+].[C:37](#[N:39])[CH3:38], predict the reaction product. The product is: [F:18][C:14]1[C:15]([CH3:17])=[CH:16][C:11]([C:10]2[C:4]3[C:5](=[N:6][CH:7]=[C:2]([C:4]4[CH:38]=[C:37]([CH:7]=[CH:2][CH:3]=4)[NH2:39])[CH:3]=3)[N:8]([S:21]([C:24]3[CH:30]=[CH:29][C:27]([CH3:28])=[CH:26][CH:25]=3)(=[O:22])=[O:23])[CH:9]=2)=[C:12]([O:19][CH3:20])[CH:13]=1. (5) Given the reactants F[C:2](F)(F)[C:3]([O-])=O.[Cl:8][C:9]1[CH:10]=[C:11]([CH:16]([NH2:18])[CH3:17])[CH:12]=[CH:13][C:14]=1[Cl:15].[S:19]1[CH:23]=[CH:22][N:21]=[C:20]1[N:24]1[CH:28]=[CH:27][CH:26]=[C:25]1[CH:29]=O, predict the reaction product. The product is: [Cl:8][C:9]1[CH:10]=[C:11]([CH:16]([N:18]([CH2:29][C:25]2[N:24]([C:20]3[S:19][CH:2]=[CH:3][N:21]=3)[CH:28]=[CH:27][CH:26]=2)[CH2:29][C:25]2[N:24]([C:20]3[S:19][CH:23]=[CH:22][N:21]=3)[CH:28]=[CH:27][CH:26]=2)[CH3:17])[CH:12]=[CH:13][C:14]=1[Cl:15]. (6) The product is: [C:1]([O:5][C:6](=[O:50])[CH2:7][C@H:8]([NH:24][C:25]([C@@H:27]1[CH2:32][CH2:31][CH2:30][N:29]([C:33](=[O:49])[CH2:34][CH2:35][CH:36]2[CH2:41][CH2:40][N:39]([C:42]([O:44][C:45]([CH3:48])([CH3:47])[CH3:46])=[O:43])[CH2:38][CH2:37]2)[CH2:28]1)=[O:26])[C:9]1[CH:10]=[N:11][CH:12]=[C:13]([C:15]#[C:16][C:17]2[CH:22]=[CH:21][CH:20]=[C:19]([O:23][CH2:68][CH2:51][O:54][S:64]([C:61]3[CH:62]=[CH:63][C:58]([CH3:57])=[CH:59][CH:60]=3)(=[O:67])=[O:65])[CH:18]=2)[CH:14]=1)([CH3:3])([CH3:2])[CH3:4]. Given the reactants [C:1]([O:5][C:6](=[O:50])[CH2:7][C@H:8]([NH:24][C:25]([C@@H:27]1[CH2:32][CH2:31][CH2:30][N:29]([C:33](=[O:49])[CH2:34][CH2:35][CH:36]2[CH2:41][CH2:40][N:39]([C:42]([O:44][C:45]([CH3:48])([CH3:47])[CH3:46])=[O:43])[CH2:38][CH2:37]2)[CH2:28]1)=[O:26])[C:9]1[CH:10]=[N:11][CH:12]=[C:13]([C:15]#[C:16][C:17]2[CH:22]=[CH:21][CH:20]=[C:19]([OH:23])[CH:18]=2)[CH:14]=1)([CH3:4])([CH3:3])[CH3:2].[C:51](=[O:54])([O-])[O-].[Cs+].[Cs+].[CH3:57][C:58]1[CH:63]=[CH:62][C:61]([S:64]([O-:67])(=O)=[O:65])=[CH:60][CH:59]=1.[CH3:68]N(C)C=O, predict the reaction product. (7) Given the reactants [CH3:1][C:2]1([CH3:14])[O:6][C@H:5]2[O:7][C@H:8]([C@H:10]([OH:13])[CH2:11][CH3:12])[CH2:9][C@H:4]2[O:3]1.C1(P(C2C=CC=CC=2)C2C=CC=CC=2)C=CC=CC=1.[N+:34]([C:37]1[CH:45]=[CH:44][C:40]([C:41](O)=[O:42])=[CH:39][CH:38]=1)([O-:36])=[O:35].N(C(OCC)=O)=NC(OCC)=O, predict the reaction product. The product is: [N+:34]([C:37]1[CH:38]=[CH:39][C:40]([C:41]([O:13][C@H:10]([C@H:8]2[O:7][C@@H:5]3[O:6][C:2]([CH3:1])([CH3:14])[O:3][C@@H:4]3[CH2:9]2)[CH2:11][CH3:12])=[O:42])=[CH:44][CH:45]=1)([O-:36])=[O:35].